The task is: Predict the reactants needed to synthesize the given product.. This data is from Full USPTO retrosynthesis dataset with 1.9M reactions from patents (1976-2016). (1) Given the product [Cl:1][C:2]1[CH:3]=[C:4]([N+:9]([O-:11])=[O:10])[CH:5]=[CH:6][C:7]=1[S:12][C:13]1[NH:14][CH:15]=[CH:16][N:17]=1, predict the reactants needed to synthesize it. The reactants are: [Cl:1][C:2]1[CH:3]=[C:4]([N+:9]([O-:11])=[O:10])[CH:5]=[CH:6][C:7]=1F.[SH:12][C:13]1[NH:14][CH:15]=[CH:16][N:17]=1. (2) Given the product [CH2:18]1[C:26]2[C:21](=[CH:22][CH:23]=[CH:24][CH:25]=2)[CH2:20][CH:19]1[NH:27][C:28]1[N:29]=[CH:30][C:31]2[CH2:36][N:35]([C:37]([O:39][CH2:40][CH2:41][CH2:42][C:43]3[NH:44][N:3]=[N:2][N:1]=3)=[O:38])[CH2:34][C:32]=2[N:33]=1, predict the reactants needed to synthesize it. The reactants are: [N:1]([Si](C)(C)C)=[N+:2]=[N-:3].C([Sn](CCCC)=O)CCC.[CH2:18]1[C:26]2[C:21](=[CH:22][CH:23]=[CH:24][CH:25]=2)[CH2:20][CH:19]1[NH:27][C:28]1[N:29]=[CH:30][C:31]2[CH2:36][N:35]([C:37]([O:39][CH2:40][CH2:41][CH2:42][C:43]#[N:44])=[O:38])[CH2:34][C:32]=2[N:33]=1. (3) Given the product [CH3:13][O:12][C:3]1[CH:4]=[C:5]([CH:10]=[CH:11][C:2]=1[O:1][CH2:16][C:15]([CH3:18])=[CH2:14])[C:6]([O:8][CH3:9])=[O:7], predict the reactants needed to synthesize it. The reactants are: [OH:1][C:2]1[CH:11]=[CH:10][C:5]([C:6]([O:8][CH3:9])=[O:7])=[CH:4][C:3]=1[O:12][CH3:13].[CH3:14][C:15](=[CH2:18])[CH2:16]O.C1(P(C2C=CC=CC=2)C2C=CC=CC=2)C=CC=CC=1.CC(OC(/N=N/C(OC(C)C)=O)=O)C. (4) Given the product [CH2:15]([N:11]1[C:7]2=[N:8][CH:9]=[CH:10][C:5]([O:4][CH3:3])=[C:6]2[CH:13]=[C:12]1[CH3:14])[C:16]1[CH:21]=[CH:20][CH:19]=[CH:18][CH:17]=1, predict the reactants needed to synthesize it. The reactants are: [H-].[Na+].[CH3:3][O:4][C:5]1[CH:10]=[CH:9][N:8]=[C:7]2[NH:11][C:12]([CH3:14])=[CH:13][C:6]=12.[CH2:15](Br)[C:16]1[CH:21]=[CH:20][CH:19]=[CH:18][CH:17]=1. (5) Given the product [Cl:1][C:2]1[CH:26]=[CH:25][C:5]([CH2:6][NH:7][C:8]2[C:17]3[C:12](=[C:13]([C:21]([OH:23])=[O:22])[CH:14]=[C:15]([N+:18]([O-:20])=[O:19])[CH:16]=3)[N:11]=[CH:10][N:9]=2)=[CH:4][C:3]=1[C:27]([F:30])([F:28])[F:29], predict the reactants needed to synthesize it. The reactants are: [Cl:1][C:2]1[CH:26]=[CH:25][C:5]([CH2:6][NH:7][C:8]2[C:17]3[C:12](=[C:13]([C:21]([O:23]C)=[O:22])[CH:14]=[C:15]([N+:18]([O-:20])=[O:19])[CH:16]=3)[N:11]=[CH:10][N:9]=2)=[CH:4][C:3]=1[C:27]([F:30])([F:29])[F:28].C1COCC1.[Li+].[OH-].Cl. (6) Given the product [C:1]([C:3]1[CH:4]=[C:5]([N:9]2[C:12](=[O:16])[CH2:13][S:14][C:10]2=[S:11])[CH:6]=[CH:7][CH:8]=1)#[N:2], predict the reactants needed to synthesize it. The reactants are: [C:1]([C:3]1[CH:4]=[C:5]([N:9]=[C:10]=[S:11])[CH:6]=[CH:7][CH:8]=1)#[N:2].[C:12]([O:16]C)(=O)[CH2:13][SH:14].C(N(CC)CC)C. (7) Given the product [Cl:1][C:2]1[CH:7]=[CH:6][CH:5]=[CH:4][C:3]=1[S:8]([N:11]1[CH2:21][CH2:20][C:14]2([C:18](=[O:19])[N:17]([C:23]3[CH:28]=[CH:27][C:26]([CH:29]([OH:31])[CH3:30])=[CH:25][CH:24]=3)[CH2:16][CH2:15]2)[CH2:13][CH2:12]1)(=[O:9])=[O:10], predict the reactants needed to synthesize it. The reactants are: [Cl:1][C:2]1[CH:7]=[CH:6][CH:5]=[CH:4][C:3]=1[S:8]([N:11]1[CH2:21][CH2:20][C:14]2([C:18](=[O:19])[NH:17][CH2:16][CH2:15]2)[CH2:13][CH2:12]1)(=[O:10])=[O:9].Br[C:23]1[CH:28]=[CH:27][C:26]([CH:29]([OH:31])[CH3:30])=[CH:25][CH:24]=1. (8) Given the product [Cl:20][C:21]1[CH:22]=[C:23]([C:2]2[C:3]([F:19])=[CH:4][C:5]([F:18])=[C:6]([C@:8]3([CH3:17])[C:13]([F:15])([F:14])[CH2:12][O:11][C:10]([NH2:16])=[N:9]3)[CH:7]=2)[CH:24]=[N:25][CH:26]=1, predict the reactants needed to synthesize it. The reactants are: Br[C:2]1[C:3]([F:19])=[CH:4][C:5]([F:18])=[C:6]([C@:8]2([CH3:17])[C:13]([F:15])([F:14])[CH2:12][O:11][C:10]([NH2:16])=[N:9]2)[CH:7]=1.[Cl:20][C:21]1[CH:22]=[C:23](B(O)O)[CH:24]=[N:25][CH:26]=1. (9) Given the product [CH3:1][N:2]([CH3:18])[C:3](=[O:17])[C:4]1[CH:9]=[CH:8][C:7]([NH:10][CH:19]=[O:20])=[CH:6][C:5]=1[S:13]([NH2:16])(=[O:15])=[O:14], predict the reactants needed to synthesize it. The reactants are: [CH3:1][N:2]([CH3:18])[C:3](=[O:17])[C:4]1[CH:9]=[CH:8][C:7]([N+:10]([O-])=O)=[CH:6][C:5]=1[S:13]([NH2:16])(=[O:15])=[O:14].[CH:19](O)=[O:20].